This data is from Catalyst prediction with 721,799 reactions and 888 catalyst types from USPTO. The task is: Predict which catalyst facilitates the given reaction. Reactant: Br[C:2]1[S:36][C:5]2[N:6](S(C3C=CC(C)=CC=3)(=O)=O)[N:7]=[C:8]([N:9]3[CH:14]4[CH2:15][CH2:16][CH:10]3[CH2:11][CH:12]([CH2:17][O:18][CH2:19][CH2:20][N:21]3[CH2:25][CH2:24][CH2:23][CH2:22]3)[CH2:13]4)[C:4]=2[C:3]=1[C:37]1[CH:42]=[CH:41][CH:40]=[CH:39][CH:38]=1.C([Sn](Cl)(Cl)CCCC)CCC.C1([SiH3])C=CC=CC=1.[OH-].[Na+]. Product: [C:37]1([C:3]2[C:4]3[C:8]([N:9]4[CH:14]5[CH2:15][CH2:16][CH:10]4[CH2:11][CH:12]([CH2:17][O:18][CH2:19][CH2:20][N:21]4[CH2:22][CH2:23][CH2:24][CH2:25]4)[CH2:13]5)=[N:7][NH:6][C:5]=3[S:36][CH:2]=2)[CH:38]=[CH:39][CH:40]=[CH:41][CH:42]=1. The catalyst class is: 299.